Dataset: Full USPTO retrosynthesis dataset with 1.9M reactions from patents (1976-2016). Task: Predict the reactants needed to synthesize the given product. (1) Given the product [ClH:39].[NH2:30][CH2:29][C:28]([N:22]1[CH2:21][CH2:20][C:19]2[C:24](=[CH:25][CH:26]=[CH:27][C:18]=2[C:15]2[N:14]=[C:13]([C:5]3[CH:6]=[CH:7][C:8]([O:9][CH:10]([CH3:12])[CH3:11])=[C:3]([CH:4]=3)[C:1]#[N:2])[O:17][N:16]=2)[CH2:23]1)=[O:38], predict the reactants needed to synthesize it. The reactants are: [C:1]([C:3]1[CH:4]=[C:5]([C:13]2[O:17][N:16]=[C:15]([C:18]3[CH:27]=[CH:26][CH:25]=[C:24]4[C:19]=3[CH2:20][CH2:21][N:22]([C:28](=[O:38])[CH2:29][NH:30]C(=O)OC(C)(C)C)[CH2:23]4)[N:14]=2)[CH:6]=[CH:7][C:8]=1[O:9][CH:10]([CH3:12])[CH3:11])#[N:2].[ClH:39].CCOCC. (2) Given the product [CH2:24]([O:23][C:17]1[CH:18]=[CH:19][C:20]([F:22])=[CH:21][C:16]=1[CH2:15][OH:14])[C:25]1[CH:26]=[CH:27][CH:28]=[CH:29][CH:30]=1, predict the reactants needed to synthesize it. The reactants are: [H-].[H-].[H-].[H-].[Li+].[Al+3].C([O:14][C:15](=O)[C:16]1[CH:21]=[C:20]([F:22])[CH:19]=[CH:18][C:17]=1[O:23][CH2:24][C:25]1[CH:30]=[CH:29][CH:28]=[CH:27][CH:26]=1)C1C=CC=CC=1. (3) Given the product [Cl:1][C:2]1[CH:3]=[C:4]([CH2:9][N:10]2[CH:14]=[C:13]([C:15]([NH:17][C:18]3[S:19][C:20]([C:23]([OH:25])=[O:24])=[CH:21][N:22]=3)=[O:16])[N:12]=[N:11]2)[CH:5]=[CH:6][C:7]=1[Cl:8], predict the reactants needed to synthesize it. The reactants are: [Cl:1][C:2]1[CH:3]=[C:4]([CH2:9][N:10]2[CH:14]=[C:13]([C:15]([NH:17][C:18]3[S:19][C:20]([C:23]([O:25]C)=[O:24])=[CH:21][N:22]=3)=[O:16])[N:12]=[N:11]2)[CH:5]=[CH:6][C:7]=1[Cl:8].[OH-].[Na+]. (4) Given the product [Cl:1][C:2]1[CH:7]=[CH:6][C:5]([S:8]([C:9]2[C:10]([C:20]3[CH:25]=[CH:24][C:23]([C:26]4[N:30]=[CH:29][O:28][N:27]=4)=[CH:22][CH:21]=3)=[N:11][N:12]([C:14]3[CH:15]=[N:16][CH:17]=[CH:18][CH:19]=3)[CH:13]=2)(=[O:31])=[O:37])=[CH:4][CH:3]=1, predict the reactants needed to synthesize it. The reactants are: [Cl:1][C:2]1[CH:7]=[CH:6][C:5]([S:8][C:9]2[C:10]([C:20]3[CH:25]=[CH:24][C:23]([C:26]4[N:30]=[CH:29][O:28][N:27]=4)=[CH:22][CH:21]=3)=[N:11][N:12]([C:14]3[CH:15]=[N:16][CH:17]=[CH:18][CH:19]=3)[CH:13]=2)=[CH:4][CH:3]=1.[OH:31]OS([O-])=O.[K+].[OH2:37].C(=O)(O)[O-].[Na+]. (5) Given the product [Br:1][C:2]1[CH:7]=[C:6]([Cl:8])[CH:5]=[C:4]([F:9])[C:3]=1[NH:10][C:11]([NH:13][CH:14]1[CH2:15][CH2:16][N:17]([C:20]([O:22][C:23]([CH3:26])([CH3:25])[CH3:24])=[O:21])[CH2:18][CH2:19]1)=[O:12], predict the reactants needed to synthesize it. The reactants are: [Br:1][C:2]1[CH:7]=[C:6]([Cl:8])[CH:5]=[C:4]([F:9])[C:3]=1[N:10]=[C:11]=[O:12].[NH2:13][CH:14]1[CH2:19][CH2:18][N:17]([C:20]([O:22][C:23]([CH3:26])([CH3:25])[CH3:24])=[O:21])[CH2:16][CH2:15]1.ClCCl. (6) Given the product [Br:15][C:12]1[CH:11]=[N:10][CH:9]=[C:8]([C:21]2[CH:22]=[CH:23][C:18]([O:17][CH3:16])=[CH:19][CH:20]=2)[C:13]=1[CH3:14], predict the reactants needed to synthesize it. The reactants are: C(=O)([O-])[O-].[K+].[K+].Br[C:8]1[CH:9]=[N:10][CH:11]=[C:12]([Br:15])[C:13]=1[CH3:14].[CH3:16][O:17][C:18]1[CH:23]=[CH:22][C:21](B(O)O)=[CH:20][CH:19]=1.C(OCC)(=O)C.